This data is from TCR-epitope binding with 47,182 pairs between 192 epitopes and 23,139 TCRs. The task is: Binary Classification. Given a T-cell receptor sequence (or CDR3 region) and an epitope sequence, predict whether binding occurs between them. (1) The epitope is GMFNMLSTVLGVS. The TCR CDR3 sequence is CASSESEGITEAFF. Result: 0 (the TCR does not bind to the epitope). (2) The epitope is IQYIDIGNY. The TCR CDR3 sequence is CASSRRGGSNEQYF. Result: 1 (the TCR binds to the epitope). (3) The epitope is TLVPQEHYV. The TCR CDR3 sequence is CASSTSGGTNEKLFF. Result: 1 (the TCR binds to the epitope). (4) The epitope is NLNESLIDL. The TCR CDR3 sequence is CASSLAGVAFDGYTF. Result: 1 (the TCR binds to the epitope). (5) The epitope is TLDSKTQSL. The TCR CDR3 sequence is CASNGLGPHTDTQYF. Result: 0 (the TCR does not bind to the epitope). (6) The epitope is AVFDRKSDAK. The TCR CDR3 sequence is CASRPWDLGLDLAKNIQYF. Result: 1 (the TCR binds to the epitope).